From a dataset of Full USPTO retrosynthesis dataset with 1.9M reactions from patents (1976-2016). Predict the reactants needed to synthesize the given product. (1) Given the product [Br:1][C:2]1[CH:12]=[CH:11][C:5]2[O:6][CH2:7][CH2:8][N:9]([C:14](=[O:15])[CH3:13])[C:4]=2[CH:3]=1, predict the reactants needed to synthesize it. The reactants are: [Br:1][C:2]1[CH:12]=[CH:11][C:5]2[O:6][CH2:7][C:8](=O)[NH:9][C:4]=2[CH:3]=1.[CH3:13][C:14](OC(C)=O)=[O:15]. (2) Given the product [CH3:24][Si:23]([CH3:26])([CH3:25])[CH2:22][CH2:21][O:20][CH2:19][N:17]1[CH:18]=[C:14]([C:12]2[N:11]3[CH:27]=[CH:28][N:29]=[C:10]3[CH:9]=[C:8]([C:5]3[CH:6]=[CH:7][C:2]([N:32]4[CH2:31][CH:30]5[O:37][CH:34]([CH2:35][CH2:36]5)[CH2:33]4)=[CH:3][CH:4]=3)[N:13]=2)[CH:15]=[N:16]1, predict the reactants needed to synthesize it. The reactants are: Br[C:2]1[CH:7]=[CH:6][C:5]([C:8]2[N:13]=[C:12]([C:14]3[CH:15]=[N:16][N:17]([CH2:19][O:20][CH2:21][CH2:22][Si:23]([CH3:26])([CH3:25])[CH3:24])[CH:18]=3)[N:11]3[CH:27]=[CH:28][N:29]=[C:10]3[CH:9]=2)=[CH:4][CH:3]=1.[CH:30]12[O:37][CH:34]([CH2:35][CH2:36]1)[CH2:33][NH:32][CH2:31]2.CC([O-])(C)C.[K+].C1(P(C2CCCCC2)C2C=CC=CC=2C2C(OC)=CC=CC=2OC)CCCCC1. (3) Given the product [CH3:13][O:12][C:9]1[CH:10]=[C:11]2[C:6](=[CH:7][CH:8]=1)[C:5](=[O:14])[N:4]([C:15]1[CH:20]=[CH:19][C:18]([O:21][CH3:22])=[CH:17][CH:16]=1)[CH:3]=[C:2]2[C:34]1[CH:35]=[CH:36][C:31]([C:30]([F:41])([F:40])[F:29])=[CH:32][CH:33]=1, predict the reactants needed to synthesize it. The reactants are: Br[C:2]1[C:11]2[C:6](=[CH:7][CH:8]=[C:9]([O:12][CH3:13])[CH:10]=2)[C:5](=[O:14])[N:4]([C:15]2[CH:20]=[CH:19][C:18]([O:21][CH3:22])=[CH:17][CH:16]=2)[CH:3]=1.C(=O)([O-])[O-].[K+].[K+].[F:29][C:30]([F:41])([F:40])[C:31]1[CH:36]=[CH:35][C:34](B(O)O)=[CH:33][CH:32]=1. (4) Given the product [CH3:1][O:2][C:3]1[CH:4]=[CH:5][C:6]([N+:16]([O-:18])=[O:17])=[C:7]2[C:12]=1[CH2:11][C@@H:10]([N:13]([CH3:14])[CH3:15])[CH2:9][CH2:8]2, predict the reactants needed to synthesize it. The reactants are: [CH3:1][O:2][C:3]1[CH:4]=[CH:5][CH:6]=[C:7]2[C:12]=1[CH2:11][C@@H:10]([N:13]([CH3:15])[CH3:14])[CH2:9][CH2:8]2.[N+:16]([O-])([O-:18])=[O:17].[Na+].N. (5) Given the product [CH3:1][N:2]1[CH2:3][CH2:4][CH:5]([NH:8][C:9](=[O:40])/[C:10](/[CH2:28][O:29][C:30]2[C:39]3[C:34](=[CH:35][CH:36]=[CH:37][CH:38]=3)[CH:33]=[CH:32][CH:31]=2)=[CH:11]/[C:12]2[CH:13]=[CH:14][C:15]([C:16]([NH:18][OH:19])=[O:17])=[CH:26][CH:27]=2)[CH2:6][CH2:7]1, predict the reactants needed to synthesize it. The reactants are: [CH3:1][N:2]1[CH2:7][CH2:6][CH:5]([NH:8][C:9](=[O:40])/[C:10](/[CH2:28][O:29][C:30]2[C:39]3[C:34](=[CH:35][CH:36]=[CH:37][CH:38]=3)[CH:33]=[CH:32][CH:31]=2)=[CH:11]/[C:12]2[CH:27]=[CH:26][C:15]([C:16]([NH:18][O:19]C3CCCCO3)=[O:17])=[CH:14][CH:13]=2)[CH2:4][CH2:3]1.FC(F)(F)C(O)=O. (6) Given the product [Si:19]([O:18][CH2:17][C@@H:9]1[C@H:10]2[O:11][C:12]([CH3:15])([CH3:16])[O:13][C@H:14]2[CH:7]([C:6]2[C:2](/[N:1]=[CH:38]/[N:39]([CH3:41])[CH3:40])=[C:3]([C:36]#[N:37])[NH:4][CH:5]=2)[O:8]1)([C:32]([CH3:35])([CH3:34])[CH3:33])([C:20]1[CH:25]=[CH:24][CH:23]=[CH:22][CH:21]=1)[C:26]1[CH:31]=[CH:30][CH:29]=[CH:28][CH:27]=1, predict the reactants needed to synthesize it. The reactants are: [NH2:1][C:2]1[C:6]([CH:7]2[C@H:14]3[C@H:10]([O:11][C:12]([CH3:16])([CH3:15])[O:13]3)[C@@H:9]([CH2:17][O:18][Si:19]([C:32]([CH3:35])([CH3:34])[CH3:33])([C:26]3[CH:31]=[CH:30][CH:29]=[CH:28][CH:27]=3)[C:20]3[CH:25]=[CH:24][CH:23]=[CH:22][CH:21]=3)[O:8]2)=[CH:5][NH:4][C:3]=1[C:36]#[N:37].[CH3:38][N:39]([CH:41](OC)OC)[CH3:40]. (7) Given the product [F:1][C@H:2]1[CH2:6][N:5]([C:16](=[O:17])[C@@H:15]([NH:19][C@H:20]([C:25]2[CH:30]=[CH:29][C:28]([C:31]3[CH:36]=[CH:35][C:34]([S:37]([CH3:40])(=[O:39])=[O:38])=[CH:33][CH:32]=3)=[CH:27][CH:26]=2)[C:21]([F:24])([F:22])[F:23])[CH2:14][CH:13]([CH3:41])[CH3:12])[C@@H:4]2[C@@H:7]([OH:10])[CH2:8][O:9][C@H:3]12, predict the reactants needed to synthesize it. The reactants are: [F:1][C@H:2]1[CH2:6][NH2+:5][C@@H:4]2[C@@H:7]([OH:10])[CH2:8][O:9][C@H:3]12.[Cl-].[CH3:12][CH:13]([CH3:41])[CH2:14][C@H:15]([NH:19][C@H:20]([C:25]1[CH:30]=[CH:29][C:28]([C:31]2[CH:36]=[CH:35][C:34]([S:37]([CH3:40])(=[O:39])=[O:38])=[CH:33][CH:32]=2)=[CH:27][CH:26]=1)[C:21]([F:24])([F:23])[F:22])[C:16](O)=[O:17].C1(N=C=NC2CCCCC2)CCCCC1.C(N(C(C)C)CC)(C)C. (8) Given the product [NH2:31][CH2:22][CH2:21][C:18]1[CH:17]=[CH:16][C:15]([C:13]2[CH:12]=[CH:11][N:10]=[C:9]([NH:8][CH:6]3[CH2:7][C:2]([CH3:1])([CH3:28])[NH:3][C:4]([CH3:26])([CH3:27])[CH2:5]3)[N:14]=2)=[CH:20][CH:19]=1, predict the reactants needed to synthesize it. The reactants are: [CH3:1][C:2]1([CH3:28])[CH2:7][CH:6]([NH:8][C:9]2[N:14]=[C:13]([C:15]3[CH:20]=[CH:19][C:18]([CH2:21][CH2:22]C(O)=O)=[CH:17][CH:16]=3)[CH:12]=[CH:11][N:10]=2)[CH2:5][C:4]([CH3:27])([CH3:26])[NH:3]1.C([N:31](CC)CC)C.C1(P(N=[N+]=[N-])(C2C=CC=CC=2)=O)C=CC=CC=1.Cl. (9) Given the product [CH2:29]([O:28][CH2:27][C:22]1[C:23]([CH3:26])=[N:24][O:25][C:21]=1[C:18]1[CH:19]=[CH:20][C:15]([C:12]2[CH:13]=[CH:14][C:9]([C:6]3([C:4]([OH:3])=[O:5])[CH2:7][CH2:8]3)=[CH:10][CH:11]=2)=[CH:16][CH:17]=1)[C:30]1[CH:35]=[CH:34][CH:33]=[CH:32][CH:31]=1, predict the reactants needed to synthesize it. The reactants are: C([O:3][C:4]([C:6]1([C:9]2[CH:14]=[CH:13][C:12]([C:15]3[CH:20]=[CH:19][C:18]([C:21]4[O:25][N:24]=[C:23]([CH3:26])[C:22]=4[CH2:27][OH:28])=[CH:17][CH:16]=3)=[CH:11][CH:10]=2)[CH2:8][CH2:7]1)=[O:5])C.[CH2:29](Br)[C:30]1[CH:35]=[CH:34][CH:33]=[CH:32][CH:31]=1.[H-].[Na+].